This data is from Catalyst prediction with 721,799 reactions and 888 catalyst types from USPTO. The task is: Predict which catalyst facilitates the given reaction. (1) Product: [Br:25][C:26]1[C:34]2[C:33]([N:19]3[CH2:18][CH2:17][C:16]([CH3:22])([C:14]([NH:13][C:9]4[CH:10]=[CH:11][CH:12]=[C:7]([O:6][C:5]5[CH:23]=[CH:24][C:2]([F:1])=[CH:3][CH:4]=5)[CH:8]=4)=[O:15])[CH2:21][CH2:20]3)=[N:32][CH:31]=[N:30][C:29]=2[NH:28][CH:27]=1. Reactant: [F:1][C:2]1[CH:24]=[CH:23][C:5]([O:6][C:7]2[CH:8]=[C:9]([NH:13][C:14]([C:16]3([CH3:22])[CH2:21][CH2:20][NH:19][CH2:18][CH2:17]3)=[O:15])[CH:10]=[CH:11][CH:12]=2)=[CH:4][CH:3]=1.[Br:25][C:26]1[C:34]2[C:33](Cl)=[N:32][CH:31]=[N:30][C:29]=2[NH:28][CH:27]=1.C(N(CC)CC)C. The catalyst class is: 32. (2) Reactant: [CH2:1]([C:4]1([CH3:19])[C:9]2[NH:10][C:11]3[CH:12]=[CH:13][C:14]([CH3:17])=[CH:15][C:16]=3[C:8]=2[CH2:7][N:6]([CH3:18])[CH2:5]1)[CH:2]=[CH2:3].[H-].[Na+].[CH3:22][C:23]1([C:26]2[CH:31]=[CH:30][N:29]=[CH:28][CH:27]=2)[CH2:25][O:24]1. Product: [CH2:1]([C:4]1([CH3:19])[C:9]2[N:10]([CH2:22][C:23]([C:26]3[CH:31]=[CH:30][N:29]=[CH:28][CH:27]=3)([OH:24])[CH3:25])[C:11]3[CH:12]=[CH:13][C:14]([CH3:17])=[CH:15][C:16]=3[C:8]=2[CH2:7][N:6]([CH3:18])[CH2:5]1)[CH:2]=[CH2:3]. The catalyst class is: 3. (3) Reactant: [F:1][C:2]([F:16])([O:6][C:7]1[CH:8]=[C:9]([CH:13]=[CH:14][CH:15]=1)[C:10]([OH:12])=O)[CH:3]([F:5])[F:4].CCN(C(C)C)C(C)C.F[P-](F)(F)(F)(F)F.N1(O[P+](N(C)C)(N(C)C)N(C)C)C2C=CC=CC=2N=N1.Cl.[CH3:54][O:55][NH:56][CH3:57]. Product: [CH3:54][O:55][N:56]([CH3:57])[C:10](=[O:12])[C:9]1[CH:13]=[CH:14][CH:15]=[C:7]([O:6][C:2]([F:1])([F:16])[CH:3]([F:4])[F:5])[CH:8]=1. The catalyst class is: 3. (4) Reactant: [CH:1]([O:4][C:5]1[C:14]2[C:9](=[CH:10][C:11]([C:15]([F:18])([F:17])[F:16])=[CH:12][CH:13]=2)[N:8]=[C:7]([C:19]([O:21]C)=[O:20])[CH:6]=1)([CH3:3])[CH3:2].[OH-].[K+].C(O)C. Product: [CH:1]([O:4][C:5]1[C:14]2[C:9](=[CH:10][C:11]([C:15]([F:16])([F:17])[F:18])=[CH:12][CH:13]=2)[N:8]=[C:7]([C:19]([OH:21])=[O:20])[CH:6]=1)([CH3:3])[CH3:2]. The catalyst class is: 6. (5) Reactant: [C:1]1([C:23]2[CH:28]=[CH:27][CH:26]=[CH:25][CH:24]=2)[CH:6]=[CH:5][CH:4]=[CH:3][C:2]=1[CH:7]([NH:16]S(C(C)(C)C)=O)[CH2:8][CH:9]([CH3:15])[C:10]([O:12][CH2:13][CH3:14])=[O:11].Cl.O1CCOCC1. Product: [C:1]1([C:23]2[CH:28]=[CH:27][CH:26]=[CH:25][CH:24]=2)[CH:6]=[CH:5][CH:4]=[CH:3][C:2]=1[CH:7]([NH2:16])[CH2:8][CH:9]([CH3:15])[C:10]([O:12][CH2:13][CH3:14])=[O:11]. The catalyst class is: 5.